From a dataset of NCI-60 drug combinations with 297,098 pairs across 59 cell lines. Regression. Given two drug SMILES strings and cell line genomic features, predict the synergy score measuring deviation from expected non-interaction effect. (1) Drug 1: CC1=C(C=C(C=C1)NC2=NC=CC(=N2)N(C)C3=CC4=NN(C(=C4C=C3)C)C)S(=O)(=O)N.Cl. Drug 2: C1=CC=C(C=C1)NC(=O)CCCCCCC(=O)NO. Cell line: MDA-MB-231. Synergy scores: CSS=37.3, Synergy_ZIP=20.4, Synergy_Bliss=21.7, Synergy_Loewe=21.8, Synergy_HSA=22.2. (2) Drug 1: CC=C1C(=O)NC(C(=O)OC2CC(=O)NC(C(=O)NC(CSSCCC=C2)C(=O)N1)C(C)C)C(C)C. Drug 2: C1CC(=O)NC(=O)C1N2C(=O)C3=CC=CC=C3C2=O. Cell line: HL-60(TB). Synergy scores: CSS=69.3, Synergy_ZIP=-0.892, Synergy_Bliss=-5.00, Synergy_Loewe=-41.6, Synergy_HSA=-5.27.